This data is from Peptide-MHC class I binding affinity with 185,985 pairs from IEDB/IMGT. The task is: Regression. Given a peptide amino acid sequence and an MHC pseudo amino acid sequence, predict their binding affinity value. This is MHC class I binding data. The peptide sequence is LDKGLSSL. The MHC is Mamu-B01 with pseudo-sequence Mamu-B01. The binding affinity (normalized) is 0.